From a dataset of Reaction yield outcomes from USPTO patents with 853,638 reactions. Predict the reaction yield, written as a fraction of the theoretical maximum amount of product (1.0 means a 100% yield; for example, 0.34 means a 34% yield). (1) The reactants are [C@@H:1]1([N:9]2[C:19]3[N:18]=[C:16]([NH2:17])[NH:15][C:13](=[O:14])[C:12]=3[N:11]=[CH:10]2)[O:8][C@H:5]([CH2:6][OH:7])[C@@H:3]([OH:4])[CH2:2]1.C[Si](C)(C)Cl.[C:25](O[C:25](=[O:29])[CH:26]([CH3:28])[CH3:27])(=[O:29])[CH:26]([CH3:28])[CH3:27].N. The catalyst is N1C=CC=CC=1.O. The product is [C:25]([NH:17][C:16]1[NH:15][C:13](=[O:14])[C:12]2[N:11]=[CH:10][N:9]([C:19]=2[N:18]=1)[C@@H:1]1[O:8][C@H:5]([CH2:6][OH:7])[C@@H:3]([OH:4])[CH2:2]1)(=[O:29])[CH:26]([CH3:28])[CH3:27]. The yield is 0.750. (2) The reactants are N[C@@H:2]1[CH2:7][CH2:6][N:5]([C:8]([O:10][C:11]([CH3:14])([CH3:13])[CH3:12])=[O:9])[CH2:4][C@@H:3]1[C:15]([O:17][CH3:18])=[O:16].C(N(CC)CC)C.Cl[C:27]([O:29][CH2:30][C:31]1[CH:36]=[CH:35][CH:34]=[CH:33][CH:32]=1)=[O:28]. The catalyst is C(Cl)Cl. The product is [CH2:30]([O:29][C:27]([C@@H:2]1[CH2:7][CH2:6][N:5]([C:8]([O:10][C:11]([CH3:14])([CH3:13])[CH3:12])=[O:9])[CH2:4][C@H:3]1[C:15]([O:17][CH3:18])=[O:16])=[O:28])[C:31]1[CH:36]=[CH:35][CH:34]=[CH:33][CH:32]=1. The yield is 0.750. (3) The reactants are CN1CCCC1=O.Cl[C:9]1[CH:16]=[CH:15][C:12]([C:13]#[N:14])=[CH:11][C:10]=1[N+:17]([O-:19])=[O:18].[C:20]1(B(O)O)[CH:25]=[CH:24][CH:23]=[CH:22][CH:21]=1.[F-].[Cs+]. The catalyst is C(OCC)(=O)C.O.Cl[Pd](Cl)([P](C1C=CC=CC=1)(C1C=CC=CC=1)C1C=CC=CC=1)[P](C1C=CC=CC=1)(C1C=CC=CC=1)C1C=CC=CC=1. The product is [N+:17]([C:10]1[CH:11]=[C:12]([C:13]#[N:14])[CH:15]=[CH:16][C:9]=1[C:20]1[CH:25]=[CH:24][CH:23]=[CH:22][CH:21]=1)([O-:19])=[O:18]. The yield is 0.790. (4) The product is [CH3:30][NH:29][C:27]([C@H:26]1[CH2:31][CH2:32][CH2:33][N:25]1[C:22]1[CH:23]=[CH:24][C:19]([NH:18][C:9]([NH2:10])=[NH:8])=[CH:20][CH:21]=1)=[O:28]. The yield is 0.780. The reactants are C(OC([NH:8]/[C:9](/[NH:18][C:19]1[CH:24]=[CH:23][C:22]([N:25]2[CH2:33][CH2:32][CH2:31][C@@H:26]2[C:27]([NH:29][CH3:30])=[O:28])=[CH:21][CH:20]=1)=[N:10]/C(OC(C)(C)C)=O)=O)(C)(C)C.C(O)(C(F)(F)F)=O.[OH-].[K+]. The catalyst is C(Cl)Cl.